From a dataset of Forward reaction prediction with 1.9M reactions from USPTO patents (1976-2016). Predict the product of the given reaction. (1) Given the reactants S(=O)(=O)(O)O.[Br:6][C:7]1[CH:8]=[C:9]([CH2:14][C@@H:15]([OH:19])[C:16]([OH:18])=[O:17])[CH:10]=[CH:11][C:12]=1[OH:13].[CH3:20]O, predict the reaction product. The product is: [Br:6][C:7]1[CH:8]=[C:9]([CH2:14][C@@H:15]([OH:19])[C:16]([O:18][CH3:20])=[O:17])[CH:10]=[CH:11][C:12]=1[OH:13]. (2) Given the reactants [NH:1]1[CH:5]=[C:4]([CH2:6][CH2:7][NH2:8])[N:3]=[CH:2]1.[CH2:9]=O, predict the reaction product. The product is: [N:3]1[C:4]2[CH2:6][CH2:7][NH:8][CH2:9][C:5]=2[NH:1][CH:2]=1. (3) Given the reactants [CH3:1][C:2]1[CH:24]=[CH:23][CH:22]=[C:21]([CH3:25])[C:3]=1[CH2:4][NH:5][C:6]1[C:14]2[N:13]=[C:12]([CH3:15])[N:11]([O:16][CH3:17])[C:10]=2[CH:9]=[C:8]([C:18]([OH:20])=O)[CH:7]=1.F[B-](F)(F)F.N1(O[C:41](N(C)C)=[N+:42](C)[CH3:43])C2C=CC=CC=2N=N1.CNC, predict the reaction product. The product is: [CH3:41][N:42]([CH3:43])[C:18]([C:8]1[CH:7]=[C:6]([NH:5][CH2:4][C:3]2[C:21]([CH3:25])=[CH:22][CH:23]=[CH:24][C:2]=2[CH3:1])[C:14]2[N:13]=[C:12]([CH3:15])[N:11]([O:16][CH3:17])[C:10]=2[CH:9]=1)=[O:20]. (4) The product is: [Cl:27][CH2:17][C:16]1[CH:15]=[C:14]([C:19]([F:22])([F:21])[F:20])[N:13]=[C:12]2[N:8]([CH2:7][C:6]3[CH:23]=[CH:24][C:3]([O:2][CH3:1])=[CH:4][CH:5]=3)[CH:9]=[N:10][C:11]=12. Given the reactants [CH3:1][O:2][C:3]1[CH:24]=[CH:23][C:6]([CH2:7][N:8]2[C:12]3=[N:13][C:14]([C:19]([F:22])([F:21])[F:20])=[CH:15][C:16]([CH2:17]O)=[C:11]3[N:10]=[CH:9]2)=[CH:5][CH:4]=1.O=S(Cl)[Cl:27], predict the reaction product.